This data is from Forward reaction prediction with 1.9M reactions from USPTO patents (1976-2016). The task is: Predict the product of the given reaction. (1) Given the reactants [C:1]([OH:10])(=[O:9])[C:2]1[C:3](=[CH:5][CH:6]=[CH:7][CH:8]=1)[NH2:4].[O:11]1[C:21]2[C:16](=[CH:17][C:18]([CH:22]=O)=[CH:19][CH:20]=2)[CH:15]=[CH:14][C:12]1=[O:13], predict the reaction product. The product is: [O:13]=[C:12]1[CH:14]=[CH:15][C:16]2[C:21](=[CH:20][CH:19]=[C:18]([CH2:22][NH:4][C:3]3[CH:5]=[CH:6][CH:7]=[CH:8][C:2]=3[C:1]([OH:10])=[O:9])[CH:17]=2)[O:11]1. (2) Given the reactants B.C1COCC1.B1(C)OC(C2C=CC=CC=2)(C2C=CC=CC=2)[C@H]2N1CCC2.[CH3:28][O:29][C:30](=[O:44])[CH:31](C)[CH2:32][C:33]([C:35]1[CH:40]=[CH:39][C:38]([F:41])=[C:37]([CH3:42])[CH:36]=1)=[O:34].[Cl-].[NH4+], predict the reaction product. The product is: [F:41][C:38]1[CH:39]=[CH:40][C:35]([C@H:33]([OH:34])[CH2:32][CH2:31][C:30]([O:29][CH3:28])=[O:44])=[CH:36][C:37]=1[CH3:42]. (3) The product is: [CH2:31]([N:38]1[CH:6]=[C:5]([C:15]2[C:23]3[C:18](=[N:19][CH:20]=[CH:21][CH:22]=3)[N:17]([C:24]([O:26][C:27]([CH3:30])([CH3:29])[CH3:28])=[O:25])[CH:16]=2)[N:40]=[N:39]1)[C:32]1[CH:37]=[CH:36][CH:35]=[CH:34][CH:33]=1. Given the reactants C[Si]([C:5]#[CH:6])(C)C.C(N(CC)CC)C.I[C:15]1[C:23]2[C:18](=[N:19][CH:20]=[CH:21][CH:22]=2)[N:17]([C:24]([O:26][C:27]([CH3:30])([CH3:29])[CH3:28])=[O:25])[CH:16]=1.[CH2:31]([N:38]=[N+:39]=[N-:40])[C:32]1[CH:37]=[CH:36][CH:35]=[CH:34][CH:33]=1, predict the reaction product. (4) Given the reactants [NH:1]1[CH2:4][CH:3]([CH2:5][C:6]2[N:7]([C:12]3[CH:17]=[CH:16][C:15]([C:18]4[CH:27]=[C:26]5[C:21]([CH:22]=[CH:23][CH:24]=[N:25]5)=[CH:20][CH:19]=4)=[CH:14][C:13]=3[F:28])[C:8](=[O:11])[NH:9][N:10]=2)[CH2:2]1.[CH3:29][C:30]1([C:33](O)=[O:34])[CH2:32][CH2:31]1.Cl.CN(C)CCCN=C=NCC.C(N(CC)C(C)C)(C)C.N1(O)C2C=CC=CC=2N=N1, predict the reaction product. The product is: [F:28][C:13]1[CH:14]=[C:15]([C:18]2[CH:27]=[C:26]3[C:21]([CH:22]=[CH:23][CH:24]=[N:25]3)=[CH:20][CH:19]=2)[CH:16]=[CH:17][C:12]=1[N:7]1[C:6]([CH2:5][CH:3]2[CH2:4][N:1]([C:33]([C:30]3([CH3:29])[CH2:32][CH2:31]3)=[O:34])[CH2:2]2)=[N:10][NH:9][C:8]1=[O:11].